From a dataset of Peptide-MHC class I binding affinity with 185,985 pairs from IEDB/IMGT. Regression. Given a peptide amino acid sequence and an MHC pseudo amino acid sequence, predict their binding affinity value. This is MHC class I binding data. (1) The peptide sequence is FPFRYAAAF. The MHC is Mamu-A2201 with pseudo-sequence Mamu-A2201. The binding affinity (normalized) is 0.858. (2) The peptide sequence is ATPHSVWVF. The MHC is HLA-A03:01 with pseudo-sequence HLA-A03:01. The binding affinity (normalized) is 0.0847. (3) The peptide sequence is ILDDPEIYP. The MHC is HLA-A02:11 with pseudo-sequence HLA-A02:11. The binding affinity (normalized) is 0.397.